Task: Regression. Given a peptide amino acid sequence and an MHC pseudo amino acid sequence, predict their binding affinity value. This is MHC class I binding data.. Dataset: Peptide-MHC class I binding affinity with 185,985 pairs from IEDB/IMGT (1) The peptide sequence is FKTESGFEW. The MHC is HLA-B58:01 with pseudo-sequence HLA-B58:01. The binding affinity (normalized) is 0.418. (2) The binding affinity (normalized) is 0.309. The peptide sequence is LLLQNFTAL. The MHC is HLA-A02:02 with pseudo-sequence HLA-A02:02. (3) The peptide sequence is PLNEGIMAI. The MHC is HLA-A02:03 with pseudo-sequence HLA-A02:03. The binding affinity (normalized) is 0.616. (4) The peptide sequence is WQLTSIWPI. The MHC is HLA-A32:07 with pseudo-sequence HLA-A32:07. The binding affinity (normalized) is 0.750. (5) The peptide sequence is LRHSTAHLL. The MHC is HLA-C06:02 with pseudo-sequence HLA-C06:02. The binding affinity (normalized) is 0.763.